From a dataset of hERG Central: cardiac toxicity at 1µM, 10µM, and general inhibition. Predict hERG channel inhibition at various concentrations. The compound is COc1ccccc1Oc1coc2cc(OC(=O)N3CCOCC3)ccc2c1=O. Results: hERG_inhib (hERG inhibition (general)): blocker.